Dataset: Forward reaction prediction with 1.9M reactions from USPTO patents (1976-2016). Task: Predict the product of the given reaction. (1) Given the reactants [F:1][C:2]([F:7])([F:6])[C:3]([OH:5])=[O:4].[CH2:8]([O:15][C:16](=[O:32])[CH2:17][C@@H:18]([NH2:31])[C:19]([NH:21][C@H:22]([C:27](=[O:30])[NH:28][CH3:29])[C:23]([CH3:26])([CH3:25])[CH3:24])=[O:20])[C:9]1C=CC=C[CH:10]=1.C(OC(=O)C[C@@H](NC(OC(C)(C)C)=O)C(N[C@H](C(=O)NC)C(C)(C)C)=O)C=C, predict the reaction product. The product is: [C:3]([OH:5])([C:2]([F:7])([F:6])[F:1])=[O:4].[F:1][C:2]([F:7])([F:6])[C:3]([OH:5])=[O:4].[CH2:8]([O:15][C:16](=[O:32])[CH2:17][C@@H:18]([NH2:31])[C:19]([NH:21][C@H:22]([C:27](=[O:30])[NH:28][CH3:29])[C:23]([CH3:24])([CH3:25])[CH3:26])=[O:20])[CH:9]=[CH2:10]. (2) Given the reactants [F:1][C:2]1[CH:7]=[C:6]([N:8]2[CH:12]=[N:11][C:10]([CH3:13])=[N:9]2)[C:5]([O:14][CH3:15])=[CH:4][C:3]=1[NH:16][C:17]1[N:37]=[C:20]2[CH:21]([C:26]3[CH:31]=[CH:30][C:29]([O:32][C:33]([F:36])([F:35])[F:34])=[CH:28][CH:27]=3)[CH2:22][CH2:23][CH2:24][CH2:25][N:19]2[N:18]=1.CO, predict the reaction product. The product is: [F:1][C:2]1[CH:7]=[C:6]([N:8]2[CH:12]=[N:11][C:10]([CH3:13])=[N:9]2)[C:5]([O:14][CH3:15])=[CH:4][C:3]=1[NH:16][C:17]1[N:37]=[C:20]2[C@@H:21]([C:26]3[CH:31]=[CH:30][C:29]([O:32][C:33]([F:34])([F:36])[F:35])=[CH:28][CH:27]=3)[CH2:22][CH2:23][CH2:24][CH2:25][N:19]2[N:18]=1. (3) The product is: [F:11][C:12]1[CH:13]=[N:14][C:15]([O:27][C:28]2[CH:33]=[CH:32][CH:31]=[C:30]([S:34][CH3:35])[CH:29]=2)=[C:16]([CH:26]=1)[C:17]([NH:19][CH:20]1[CH2:21][CH2:22][N:23]([C:4](=[O:6])[C:3]2[CH:7]=[CH:8][CH:9]=[CH:10][C:2]=2[OH:1])[CH2:24][CH2:25]1)=[O:18]. Given the reactants [OH:1][C:2]1[CH:10]=[CH:9][CH:8]=[CH:7][C:3]=1[C:4]([OH:6])=O.[F:11][C:12]1[CH:13]=[N:14][C:15]([O:27][C:28]2[CH:33]=[CH:32][CH:31]=[C:30]([S:34][CH3:35])[CH:29]=2)=[C:16]([CH:26]=1)[C:17]([NH:19][CH:20]1[CH2:25][CH2:24][NH:23][CH2:22][CH2:21]1)=[O:18].ON1C2C=CC=CC=2N=N1.CN1CCOCC1.Cl.CN(C)CCCN=C=NCC, predict the reaction product. (4) Given the reactants [I-].[Na+].I.[CH2:4]([N:11]1[CH2:20][CH2:19][C:18]2[C:17](Cl)=[N:16][C:15]([CH2:22][O:23][CH3:24])=[N:14][C:13]=2[CH2:12]1)[C:5]1[CH:10]=[CH:9][CH:8]=[CH:7][CH:6]=1.[NH2:25][C:26]1[CH:31]=[CH:30][C:29]([C:32]([F:35])([F:34])[F:33])=[CH:28][CH:27]=1, predict the reaction product. The product is: [CH2:4]([N:11]1[CH2:20][CH2:19][C:18]2[C:17]([NH:25][C:26]3[CH:31]=[CH:30][C:29]([C:32]([F:33])([F:34])[F:35])=[CH:28][CH:27]=3)=[N:16][C:15]([CH2:22][O:23][CH3:24])=[N:14][C:13]=2[CH2:12]1)[C:5]1[CH:10]=[CH:9][CH:8]=[CH:7][CH:6]=1. (5) Given the reactants [C:1]([C:4]1[CH:9]=[CH:8][C:7]([CH2:10][CH2:11][C:12]([OH:14])=[O:13])=[CH:6][CH:5]=1)([OH:3])=[O:2].S(Cl)(Cl)=O.[CH3:19]O, predict the reaction product. The product is: [CH3:19][O:13][C:12](=[O:14])[CH2:11][CH2:10][C:7]1[CH:8]=[CH:9][C:4]([C:1]([OH:3])=[O:2])=[CH:5][CH:6]=1.